The task is: Predict the reaction yield, written as a fraction of the theoretical maximum amount of product (1.0 means a 100% yield; for example, 0.34 means a 34% yield).. This data is from Reaction yield outcomes from USPTO patents with 853,638 reactions. (1) The catalyst is C1C=CC([P]([Pd]([P](C2C=CC=CC=2)(C2C=CC=CC=2)C2C=CC=CC=2)([P](C2C=CC=CC=2)(C2C=CC=CC=2)C2C=CC=CC=2)[P](C2C=CC=CC=2)(C2C=CC=CC=2)C2C=CC=CC=2)(C2C=CC=CC=2)C2C=CC=CC=2)=CC=1.C1(C)C=CC=CC=1. The yield is 0.450. The product is [CH2:37]([Sn:19]([CH2:15][CH2:16][CH2:17][CH3:18])([CH2:33][CH2:34][CH2:35][CH3:36])[C:2]1[CH:3]=[C:4]2[C:9]3=[C:10]([CH2:12][CH2:13][N:8]3[C:7](=[O:14])[CH2:6][CH2:5]2)[CH:11]=1)[CH2:38][CH2:39][CH3:40]. The reactants are Br[C:2]1[CH:3]=[C:4]2[C:9]3=[C:10]([CH2:12][CH2:13][N:8]3[C:7](=[O:14])[CH2:6][CH2:5]2)[CH:11]=1.[CH2:15]([Sn:19]([CH2:37][CH2:38][CH2:39][CH3:40])([CH2:33][CH2:34][CH2:35][CH3:36])[Sn:19]([CH2:33][CH2:34][CH2:35][CH3:36])([CH2:37][CH2:38][CH2:39][CH3:40])[CH2:15][CH2:16][CH2:17][CH3:18])[CH2:16][CH2:17][CH3:18]. (2) The reactants are [H-].[H-].[H-].[H-].[Li+].[Al+3].[F:7][C:8]([F:37])([C:30]1[CH:35]=[CH:34][C:33]([F:36])=[CH:32][CH:31]=1)[C:9]1[N:18]=[C:17]([NH:19][C:20]2[CH:24]=[C:23]([CH3:25])[NH:22][N:21]=2)[C:16]2[C:11](=[CH:12][C:13]([C:26](OC)=[O:27])=[CH:14][CH:15]=2)[N:10]=1.O.[OH-].[Na+]. The catalyst is C1COCC1. The product is [F:37][C:8]([F:7])([C:30]1[CH:31]=[CH:32][C:33]([F:36])=[CH:34][CH:35]=1)[C:9]1[N:18]=[C:17]([NH:19][C:20]2[CH:24]=[C:23]([CH3:25])[NH:22][N:21]=2)[C:16]2[C:11](=[CH:12][C:13]([CH2:26][OH:27])=[CH:14][CH:15]=2)[N:10]=1. The yield is 0.820. (3) The reactants are ClC1C=C(C=CC=1)C(OO)=[O:6].[CH2:12]([O:19][C:20](=[O:36])[NH:21][CH2:22][CH2:23][CH2:24][CH2:25][C:26]1[CH:31]=[CH:30][C:29]([O:32][CH2:33][CH:34]=[CH2:35])=[CH:28][CH:27]=1)[C:13]1[CH:18]=[CH:17][CH:16]=[CH:15][CH:14]=1. The catalyst is C(Cl)Cl. The product is [CH2:12]([O:19][C:20](=[O:36])[NH:21][CH2:22][CH2:23][CH2:24][CH2:25][C:26]1[CH:31]=[CH:30][C:29]([O:32][CH2:33][CH:34]2[CH2:35][O:6]2)=[CH:28][CH:27]=1)[C:13]1[CH:18]=[CH:17][CH:16]=[CH:15][CH:14]=1. The yield is 0.720. (4) The reactants are [CH:1]1[C:14]2[N:13]([CH2:15][CH2:16][OH:17])[C:12]3[C:7](=[CH:8][CH:9]=[CH:10][CH:11]=3)[O:6][C:5]=2[CH:4]=[CH:3][CH:2]=1.[C:31]1(P([C:31]2[CH:36]=[CH:35][CH:34]=[CH:33][CH:32]=2)[C:31]2[CH:36]=[CH:35][CH:34]=[CH:33][CH:32]=2)[CH:36]=[CH:35][CH:34]=[CH:33][CH:32]=1.C[CH2:38][O:39]C(/N=N/C(OCC)=O)=O.[CH3:49][O:50][C:51](=[O:77])[C@@H:52]([NH:61][C:62]1[CH:67]=[CH:66][CH:65]=[CH:64][C:63]=1OC(=O)C1C=CC=CC=1)[CH2:53][C:54]1[CH:59]=[CH:58][C:57](O)=[CH:56][CH:55]=1. The catalyst is C1COCC1.O. The product is [CH3:49][O:50][C:51](=[O:77])[C@@H:52]([NH:61][C:62]1[CH:67]=[CH:66][CH:65]=[CH:64][C:63]=1[C:38](=[O:39])[C:31]1[CH:32]=[CH:33][CH:34]=[CH:35][CH:36]=1)[CH2:53][C:54]1[CH:55]=[CH:56][C:57]([O:17][CH2:16][CH2:15][N:13]2[C:14]3[CH:1]=[CH:2][CH:3]=[CH:4][C:5]=3[O:6][C:7]3[C:12]2=[CH:11][CH:10]=[CH:9][CH:8]=3)=[CH:58][CH:59]=1. The yield is 0.800. (5) The reactants are [C:1]([O:5][C:6]([N:8]1[CH2:13][CH2:12][N:11]([C:14]2[CH:19]=[CH:18][C:17]([NH:20][C:21]3[N:26]=[C:25]([CH2:27][CH2:28][C:29]4[CH:34]=[CH:33][CH:32]=[CH:31][C:30]=4[CH2:35][C:36]([O-:38])=O)[C:24]([C:39]([F:42])([F:41])[F:40])=[CH:23][N:22]=3)=[CH:16][CH:15]=2)[CH2:10][CH2:9]1)=[O:7])([CH3:4])([CH3:3])[CH3:2].[Li+].O[N:45]1[C:49]2C=CC=CC=2N=N1.CCN=C=NCCCN(C)C.Cl.C(N(CC)C(C)C)(C)C.Cl.CN. The catalyst is C1COCC1.CN(C=O)C. The product is [CH3:49][NH:45][C:36](=[O:38])[CH2:35][C:30]1[CH:31]=[CH:32][CH:33]=[CH:34][C:29]=1[CH2:28][CH2:27][C:25]1[C:24]([C:39]([F:42])([F:41])[F:40])=[CH:23][N:22]=[C:21]([NH:20][C:17]2[CH:18]=[CH:19][C:14]([N:11]3[CH2:12][CH2:13][N:8]([C:6]([O:5][C:1]([CH3:3])([CH3:2])[CH3:4])=[O:7])[CH2:9][CH2:10]3)=[CH:15][CH:16]=2)[N:26]=1. The yield is 0.690.